This data is from Forward reaction prediction with 1.9M reactions from USPTO patents (1976-2016). The task is: Predict the product of the given reaction. (1) Given the reactants [NH2:1][C:2]1[CH:7]=[CH:6][CH:5]=[CH:4][C:3]=1[S:8]([NH2:11])(=[O:10])=[O:9].Cl[CH2:13][CH2:14][CH2:15][C:16](Cl)=O, predict the reaction product. The product is: [CH2:13]1[N:1]2[C:16](=[N:11][S:8](=[O:9])(=[O:10])[C:3]3[CH:4]=[CH:5][CH:6]=[CH:7][C:2]=32)[CH2:15][CH2:14]1. (2) Given the reactants [OH:1][CH2:2][C:3]1[CH:8]=[CH:7][N:6]=[CH:5][CH:4]=1.[CH2:9](Br)[C:10]1[CH:15]=[CH:14][CH:13]=[CH:12][CH:11]=1.[BH4-].[Na+], predict the reaction product. The product is: [CH2:9]([N:6]1[CH2:7][CH:8]=[C:3]([CH2:2][OH:1])[CH2:4][CH2:5]1)[C:10]1[CH:15]=[CH:14][CH:13]=[CH:12][CH:11]=1. (3) Given the reactants [NH:1]1[C:9]2[C:4](=[CH:5][C:6]([C:10]3[C:14]4[C:15]([NH2:19])=[N:16][CH:17]=[CH:18][C:13]=4[S:12][CH:11]=3)=[CH:7][CH:8]=2)[CH2:3][CH2:2]1.CN(C(ON1N=NC2C=CC=NC1=2)=[N+](C)C)C.F[P-](F)(F)(F)(F)F.[CH3:44][O:45][C:46]1[CH:47]=[C:48]([CH2:52][C:53](O)=[O:54])[CH:49]=[CH:50][CH:51]=1.CCN(C(C)C)C(C)C, predict the reaction product. The product is: [CH3:44][O:45][C:46]1[CH:47]=[C:48]([CH2:52][C:53]([N:1]2[C:9]3[C:4](=[CH:5][C:6]([C:10]4[C:14]5[C:15]([NH2:19])=[N:16][CH:17]=[CH:18][C:13]=5[S:12][CH:11]=4)=[CH:7][CH:8]=3)[CH2:3][CH2:2]2)=[O:54])[CH:49]=[CH:50][CH:51]=1. (4) Given the reactants [F:1][C:2]([O:10][C:11]([F:20])([F:19])[C:12]([F:18])([F:17])[C:13]([F:16])([F:15])[F:14])([C:6]([F:9])([F:8])[F:7])[C:3]([OH:5])=[O:4].[Cl-].[C:22]1([S+:28]([C:35]2[CH:40]=[CH:39][CH:38]=[CH:37][CH:36]=2)[C:29]2[CH:34]=[CH:33][CH:32]=[CH:31][CH:30]=2)[CH:27]=[CH:26][CH:25]=[CH:24][CH:23]=1.C(C(C)=O)C(C)C, predict the reaction product. The product is: [F:1][C:2]([O:10][C:11]([F:19])([F:20])[C:12]([F:18])([F:17])[C:13]([F:14])([F:15])[F:16])([C:6]([F:9])([F:8])[F:7])[C:3]([O-:5])=[O:4].[C:35]1([S+:28]([C:22]2[CH:23]=[CH:24][CH:25]=[CH:26][CH:27]=2)[C:29]2[CH:34]=[CH:33][CH:32]=[CH:31][CH:30]=2)[CH:36]=[CH:37][CH:38]=[CH:39][CH:40]=1. (5) Given the reactants [N:1]1[CH:6]=[CH:5][CH:4]=[C:3]([C@H:7]2[CH2:12][CH2:11][CH2:10][C@H:9](O)[CH2:8]2)[CH:2]=1.[C:14]1(=[O:24])[NH:18][C:17](=[O:19])[C:16]2=[CH:20][CH:21]=[CH:22][CH:23]=[C:15]12.CC(OC(/N=N/C(OC(C)C)=O)=O)C.C1(P(C2C=CC=CC=2)C2C=CC=CC=2)C=CC=CC=1, predict the reaction product. The product is: [N:1]1[CH:6]=[CH:5][CH:4]=[C:3]([C@@H:7]2[CH2:12][CH2:11][CH2:10][C@H:9]([N:18]3[C:17](=[O:19])[C:16]4=[CH:20][CH:21]=[CH:22][CH:23]=[C:15]4[C:14]3=[O:24])[CH2:8]2)[CH:2]=1. (6) Given the reactants [CH:1]1([C:7]2[C:15]3[C:10](=[CH:11][C:12]([C:16](O)=[O:17])=[CH:13][CH:14]=3)[N:9]([CH2:19][C:20]([N:22]([CH3:24])[CH3:23])=[O:21])[C:8]=2[C:25]2[CH:30]=[CH:29][CH:28]=[CH:27][CH:26]=2)[CH2:6][CH2:5][CH2:4][CH2:3][CH2:2]1.C(Cl)(=O)C(Cl)=O.CN(C=O)C.[C:42]1([CH2:48][S:49]([NH2:52])(=[O:51])=[O:50])[CH:47]=[CH:46][CH:45]=[CH:44][CH:43]=1, predict the reaction product. The product is: [CH2:48]([S:49]([NH:52][C:16]([C:12]1[CH:11]=[C:10]2[C:15]([C:7]([CH:1]3[CH2:6][CH2:5][CH2:4][CH2:3][CH2:2]3)=[C:8]([C:25]3[CH:30]=[CH:29][CH:28]=[CH:27][CH:26]=3)[N:9]2[CH2:19][C:20]([N:22]([CH3:24])[CH3:23])=[O:21])=[CH:14][CH:13]=1)=[O:17])(=[O:50])=[O:51])[C:42]1[CH:43]=[CH:44][CH:45]=[CH:46][CH:47]=1. (7) Given the reactants O[CH2:2][C:3]1[CH:8]=[CH:7][C:6]([C:9]2[CH:10]([CH3:22])[CH2:11][N:12]([C:15]([O:17][C:18]([CH3:21])([CH3:20])[CH3:19])=[O:16])[CH2:13][CH:14]=2)=[CH:5][N:4]=1.[N:23]1([C:28]2[CH:29]=[C:30]3[C:34](=[CH:35][CH:36]=2)[NH:33][CH:32]=[CH:31]3)[CH:27]=[N:26][CH:25]=[N:24]1, predict the reaction product. The product is: [N:23]1([C:28]2[CH:29]=[C:30]3[C:34](=[CH:35][CH:36]=2)[N:33]([CH2:2][C:3]2[CH:8]=[CH:7][C:6]([C:9]4[CH:10]([CH3:22])[CH2:11][N:12]([C:15]([O:17][C:18]([CH3:21])([CH3:20])[CH3:19])=[O:16])[CH2:13][CH:14]=4)=[CH:5][N:4]=2)[CH:32]=[CH:31]3)[CH:27]=[N:26][CH:25]=[N:24]1. (8) The product is: [Cl:1][C:2]1[C:9]([N:10]2[CH2:15][CH2:14][CH:13]([C:16]([F:19])([F:18])[F:17])[CH2:12][CH2:11]2)=[CH:8][C:5]([NH:6][CH3:7])=[C:4]([CH:3]=1)[NH2:20]. Given the reactants [Cl:1][C:2]1[C:9]([N:10]2[CH2:15][CH2:14][CH:13]([C:16]([F:19])([F:18])[F:17])[CH2:12][CH2:11]2)=[CH:8][C:5]([NH:6][CH3:7])=[C:4]([N+:20]([O-])=O)[CH:3]=1.C1COCC1, predict the reaction product. (9) Given the reactants [CH3:1][O:2][C:3]1[CH:8]=[CH:7][C:6]([C:9]2[S:13][C:12]([C:14]([OH:16])=O)=[C:11]([NH:17][C:18]([NH:20][C:21]3[C:26]([CH3:27])=[CH:25][C:24]([CH3:28])=[CH:23][C:22]=3[CH3:29])=[O:19])[CH:10]=2)=[CH:5][CH:4]=1.CN(C(ON1N=NC2C=CC=NC1=2)=[N+](C)C)C.F[P-](F)(F)(F)(F)F.CCN(C(C)C)C(C)C.Cl.[NH2:64][C@H:65]([C:70]([O:72][CH3:73])=[O:71])[C@H:66]([CH2:68][CH3:69])[CH3:67], predict the reaction product. The product is: [CH3:1][O:2][C:3]1[CH:4]=[CH:5][C:6]([C:9]2[S:13][C:12]([C:14]([NH:64][C@H:65]([C:70]([O:72][CH3:73])=[O:71])[C@H:66]([CH2:68][CH3:69])[CH3:67])=[O:16])=[C:11]([NH:17][C:18]([NH:20][C:21]3[C:22]([CH3:29])=[CH:23][C:24]([CH3:28])=[CH:25][C:26]=3[CH3:27])=[O:19])[CH:10]=2)=[CH:7][CH:8]=1. (10) Given the reactants [CH3:1][C:2]1([CH3:10])[C:6](=[O:7])[CH2:5][C:4]([CH3:9])([CH3:8])[O:3]1.C[O-].[Na+].[Br:14][C:15]1[CH:16]=[CH:17][C:18]([F:23])=[C:19]([CH:22]=1)[CH:20]=O, predict the reaction product. The product is: [Br:14][C:15]1[CH:16]=[CH:17][C:18]([F:23])=[C:19]([CH:20]=[C:5]2[C:4]([CH3:9])([CH3:8])[O:3][C:2]([CH3:10])([CH3:1])[C:6]2=[O:7])[CH:22]=1.